From a dataset of Catalyst prediction with 721,799 reactions and 888 catalyst types from USPTO. Predict which catalyst facilitates the given reaction. (1) Reactant: F[C:2]1[CH:3]=[CH:4][C:5]([N+:18]([O-:20])=[O:19])=[C:6]([CH:17]=1)[C:7]([NH:9][CH2:10][C:11](=[O:16])[NH:12][CH:13]([CH3:15])[CH3:14])=[O:8].[CH3:21][N:22]1[CH2:28][CH2:27][CH2:26][NH:25][CH2:24][CH2:23]1.C(=O)([O-])[O-].[K+].[K+]. Product: [CH:13]([NH:12][C:11]([CH2:10][NH:9][C:7](=[O:8])[C:6]1[CH:17]=[C:2]([N:25]2[CH2:26][CH2:27][CH2:28][N:22]([CH3:21])[CH2:23][CH2:24]2)[CH:3]=[CH:4][C:5]=1[N+:18]([O-:20])=[O:19])=[O:16])([CH3:15])[CH3:14]. The catalyst class is: 10. (2) Reactant: [F:1][C:2]1[CH:3]=[C:4]([CH2:12][CH2:13][C:14]([O:16][CH2:17][CH3:18])=[O:15])[CH:5]=[C:6]([C@H:9]2[CH2:11][O:10]2)[C:7]=1[F:8].[CH3:19][C:20]([NH2:31])([CH3:30])[CH2:21][CH2:22][CH2:23][C:24]1[CH:29]=[CH:28][CH:27]=[CH:26][CH:25]=1. Product: [CH3:30][C:20]([NH:31][CH2:11][C@H:9]([C:6]1[CH:5]=[C:4]([CH2:12][CH2:13][C:14]([O:16][CH2:17][CH3:18])=[O:15])[CH:3]=[C:2]([F:1])[C:7]=1[F:8])[OH:10])([CH3:19])[CH2:21][CH2:22][CH2:23][C:24]1[CH:29]=[CH:28][CH:27]=[CH:26][CH:25]=1. The catalyst class is: 8. (3) Reactant: [Br:1][CH:2]1[C:7]2([C:10]3[CH:15]=[CH:14][C:13]([Cl:16])=[CH:12][CH:11]=3)[CH2:8][CH2:9][C:4]([CH:17]=[CH:18][O:19][CH3:20])([CH2:5][O:6]2)[CH2:3]1.[Cr](Cl)([O-])(=O)=[O:22].[NH+]1C=CC=CC=1. Product: [CH3:20][O:19][C:18](=[O:22])[CH2:17][C:4]12[CH2:9][CH2:8][C:7]([C:10]3[CH:15]=[CH:14][C:13]([Cl:16])=[CH:12][CH:11]=3)([CH:2]([Br:1])[CH2:3]1)[O:6][CH2:5]2. The catalyst class is: 489. (4) Reactant: [CH3:1][O:2][C:3]1[CH:8]=[CH:7][C:6]([S:9]([N:12]2[C:16]([C:17]3[CH:22]=[CH:21][CH:20]=[CH:19][CH:18]=3)=[CH:15][C:14]([C:23](OCC)=[O:24])=[CH:13]2)(=[O:11])=[O:10])=[CH:5][CH:4]=1.[H-].C([Al+]CC(C)C)C(C)C.Cl. Product: [CH3:1][O:2][C:3]1[CH:4]=[CH:5][C:6]([S:9]([N:12]2[C:16]([C:17]3[CH:22]=[CH:21][CH:20]=[CH:19][CH:18]=3)=[CH:15][C:14]([CH:23]=[O:24])=[CH:13]2)(=[O:10])=[O:11])=[CH:7][CH:8]=1. The catalyst class is: 207. (5) Reactant: [NH2:1][C@H:2]([C:10]([OH:12])=[O:11])[CH2:3][C:4]1[CH:9]=[CH:8][CH:7]=[CH:6][CH:5]=1.[OH-].[Na+].[CH2:15]([O:19][C:20](Cl)=[O:21])[CH:16]([CH3:18])[CH3:17].Cl. Product: [CH2:15]([O:19][C:20]([NH:1][CH:2]([CH2:3][C:4]1[CH:9]=[CH:8][CH:7]=[CH:6][CH:5]=1)[C:10]([OH:12])=[O:11])=[O:21])[CH:16]([CH3:18])[CH3:17]. The catalyst class is: 6. (6) Reactant: [NH2:1][C:2]1[C:3]([F:23])=[CH:4][C:5]([Cl:22])=[C:6]([CH:21]=1)[O:7][C:8]1[CH:20]=[CH:19][CH:18]=[CH:17][C:9]=1[O:10][CH2:11][C:12]([O:14][CH2:15][CH3:16])=[O:13].Cl[C:25](OC(Cl)(Cl)Cl)=[O:26]. Product: [Cl:22][C:5]1[C:6]([O:7][C:8]2[CH:20]=[CH:19][CH:18]=[CH:17][C:9]=2[O:10][CH2:11][C:12]([O:14][CH2:15][CH3:16])=[O:13])=[CH:21][C:2]([N:1]=[C:25]=[O:26])=[C:3]([F:23])[CH:4]=1. The catalyst class is: 11. (7) Reactant: Cl[C:2]1[N:7]=[CH:6][C:5]([C:8]([NH:11][C:12](=[O:14])[CH3:13])([CH3:10])[CH3:9])=[CH:4][CH:3]=1.[Na+].[I-:16].Cl. Product: [I:16][C:2]1[N:7]=[CH:6][C:5]([C:8]([NH:11][C:12](=[O:14])[CH3:13])([CH3:10])[CH3:9])=[CH:4][CH:3]=1. The catalyst class is: 23. (8) Reactant: [C:1]([O:5][C:6]([N:8]([CH3:44])[C@H:9]([C:19]([NH:21][C@H:22]([C:27]([N:29]([C@@H:31]([CH2:40][CH2:41][CH2:42][CH3:43])/[CH:32]=[C:33](/[C:35]([O:37]CC)=[O:36])\[CH3:34])[CH3:30])=[O:28])[C:23]([CH3:26])([CH3:25])[CH3:24])=[O:20])[C:10]([CH3:18])([CH3:17])[C:11]1[CH:16]=[CH:15][CH:14]=[CH:13][CH:12]=1)=[O:7])([CH3:4])([CH3:3])[CH3:2].[OH-].[Li+]. Product: [C:1]([O:5][C:6]([N:8]([CH3:44])[C@H:9]([C:19]([NH:21][C@H:22]([C:27]([N:29]([C@@H:31]([CH2:40][CH2:41][CH2:42][CH3:43])/[CH:32]=[C:33](/[C:35]([OH:37])=[O:36])\[CH3:34])[CH3:30])=[O:28])[C:23]([CH3:26])([CH3:24])[CH3:25])=[O:20])[C:10]([CH3:17])([CH3:18])[C:11]1[CH:12]=[CH:13][CH:14]=[CH:15][CH:16]=1)=[O:7])([CH3:2])([CH3:3])[CH3:4]. The catalyst class is: 72. (9) Reactant: CCN(C(C)C)C(C)C.[CH2:10]([O:17][N:18]1[C:24](=[O:25])[N:23]2[CH2:26][C@H:19]1[CH2:20][CH2:21][C@H:22]2[C:27]1[O:31][N:30]=[C:29]([C:32](OCC)=O)[N:28]=1)[C:11]1[CH:16]=[CH:15][CH:14]=[CH:13][CH:12]=1.[OH:37]/N=C(\N)/C.CN(C(ON1N=NC2C=CC=NC1=2)=[N+](C)C)C.F[P-](F)(F)(F)(F)F. Product: [CH2:10]([O:17][N:18]1[C:24](=[O:25])[N:23]2[CH2:26][C@H:19]1[CH2:20][CH2:21][C@H:22]2[C:27]([NH:28]/[C:29](=[N:30]\[OH:37])/[CH3:32])=[O:31])[C:11]1[CH:16]=[CH:15][CH:14]=[CH:13][CH:12]=1. The catalyst class is: 2. (10) Reactant: [Cl:1][C:2]1[CH:3]=[C:4]2[C:9](=[CH:10][CH:11]=1)[CH:8]=[C:7]([S:12]([NH:15][C@H:16]1[CH2:20][CH2:19][N:18]([C@@H:21]([CH3:29])[C:22]([O:24][C:25]([CH3:28])([CH3:27])[CH3:26])=[O:23])[C:17]1=[O:30])(=[O:14])=[O:13])[CH:6]=[CH:5]2.C(=O)([O-])[O-].[K+].[K+].[CH2:37]([O:44][C:45](=[O:48])[CH2:46]Br)[C:38]1[CH:43]=[CH:42][CH:41]=[CH:40][CH:39]=1. Product: [Cl:1][C:2]1[CH:3]=[C:4]2[C:9](=[CH:10][CH:11]=1)[CH:8]=[C:7]([S:12]([N:15]([CH2:46][C:45]([O:44][CH2:37][C:38]1[CH:43]=[CH:42][CH:41]=[CH:40][CH:39]=1)=[O:48])[C@H:16]1[CH2:20][CH2:19][N:18]([C@@H:21]([CH3:29])[C:22]([O:24][C:25]([CH3:26])([CH3:28])[CH3:27])=[O:23])[C:17]1=[O:30])(=[O:13])=[O:14])[CH:6]=[CH:5]2. The catalyst class is: 3.